From a dataset of Blood-brain barrier permeability regression values from the B3DB database. Regression/Classification. Given a drug SMILES string, predict its absorption, distribution, metabolism, or excretion properties. Task type varies by dataset: regression for continuous measurements (e.g., permeability, clearance, half-life) or binary classification for categorical outcomes (e.g., BBB penetration, CYP inhibition). For this dataset (b3db_regression), we predict Y. (1) The drug is CCCCOC(=O)C. The Y is 0.280 log(BB ratio). (2) The molecule is C1CN(CCN1CCNC(=O)C2=CC=C(C=C2)F)C3=C4C(=CC=C3)O[C@H](CO4)CO. The Y is -0.450 log(BB ratio). (3) The Y is -0.300 log(BB ratio). The drug is CCOC(=O)N1CCC(=C2C3=C(CCC4=C2N=CC=C4)C=C(C=C3)Cl)CC1. (4) The drug is CC1=CC(=NN1CC2=C(C=CC(=C2)Cl)OCC(C)C)NC(=O)C3=CC=C(C=C3)CN4CCCC4. The Y is 0.300 log(BB ratio). (5) The molecule is COCCCCC(=NOCCN)C1=CC=C(C=C1)C(F)(F)F. The Y is 0.790 log(BB ratio).